This data is from Drug-target binding data from BindingDB using IC50 measurements. The task is: Regression. Given a target protein amino acid sequence and a drug SMILES string, predict the binding affinity score between them. We predict pIC50 (pIC50 = -log10(IC50 in M); higher means more potent). Dataset: bindingdb_ic50. (1) The compound is Cc1nn(C)c(C)c1N[S+](=O)([O-])c1ccc(-c2cccc(-c3nccn3C)c2)cc1. The target protein sequence is MSRNPSNSDAAHAFWSTQPVPQTEDETEKIVFAGPMDEPKTVADIPEEPYPIASTFEWWTPNMEAADDIHAIYELLRDNYVEDDDSMFRFNYSEEFLQWALCPPNYIPDWHVAVRRKADKKLLAFIAGVPVTLRMGTPKYMKVKAQEKGEGEEAAKYDEPRHICEINFLCVHKQLREKRLAPILIKEATRRVNRTNVWQAVYTAGVLLPTPYASGQYFHRSLNPEKLVEIRFSGIPAQYQKFQNPMAMLKRNYQLPSAPKNSGLREMKPSDVPQVRRILMNYLDSFDVGPVFSDAEISHYLLPRDGVVFTYVVENDKKVTDFFSFYRIPSTVIGNSNYNLLNAAYVHYYAATSIPLHQLILDLLIVAHSRGFDVCNMVEILDNRSFVEQLKFGAGDGHLRYYFYNWAYPKIKPSQVALVML. The pIC50 is 6.0. (2) The pIC50 is 7.2. The target protein (P0AEK4) has sequence MGFLSGKRILVTGVASKLSIAYGIAQAMHREGAELAFTYQNDKLKGRVEEFAAQLGSDIVLQCDVAEDASIDTMFAELGKVWPKFDGFVHSIGFAPGDQLDGDYVNAVTREGFKIAHDISSYSFVAMAKACRSMLNPGSALLTLSYLGAERAIPNYNVMGLAKASLEANVRYMANAMGPEGVRVNAISAGPIRTLAASGIKDFRKMLAHCEAVTPIRRTVTIEDVGNSAAFLCSDLSAGISGEVVHVDGGFSIAAMNELELK. The drug is Cc1[nH]c2ccccc2c1CN(C)C(=O)/C=C/c1cnc2c(c1)CCC(=O)N2.